This data is from Full USPTO retrosynthesis dataset with 1.9M reactions from patents (1976-2016). The task is: Predict the reactants needed to synthesize the given product. (1) Given the product [Cl:1][C:2]1[C:10]2[C:5](=[CH:6][CH:7]=[CH:8][CH:9]=2)[N:4]([S:26]([C:23]2[CH:22]=[CH:21][C:20]([C:18]([NH:17][CH2:16][C:15]3[CH:30]=[CH:31][C:12]([F:11])=[CH:13][CH:14]=3)=[O:19])=[CH:25][CH:24]=2)(=[O:27])=[O:28])[N:3]=1, predict the reactants needed to synthesize it. The reactants are: [Cl:1][C:2]1[C:10]2[C:5](=[CH:6][CH:7]=[CH:8][CH:9]=2)[NH:4][N:3]=1.[F:11][C:12]1[CH:31]=[CH:30][C:15]([CH2:16][NH:17][C:18]([C:20]2[CH:25]=[CH:24][C:23]([S:26](Cl)(=[O:28])=[O:27])=[CH:22][CH:21]=2)=[O:19])=[CH:14][CH:13]=1.CCN(CC)CC. (2) Given the product [CH3:3][O:2][NH:4][C:7](=[O:6])[C:9]1[CH:10]=[CH:11][C:12]([CH3:46])=[C:13]([C:15]2[CH:16]=[C:17]3[C:22](=[CH:23][CH:24]=2)[C:21](=[O:25])[N:20]([CH2:26][C:27]2[CH:32]=[CH:31][C:30]([C:33]4[CH2:34][CH2:35][NH:36][CH2:37][CH:38]=4)=[CH:29][CH:28]=2)[CH:19]=[CH:18]3)[CH:14]=1, predict the reactants needed to synthesize it. The reactants are: Cl.[O:2]([NH2:4])[CH3:3].C[O:6][C:7]([C:9]1[CH:10]=[CH:11][C:12]([CH3:46])=[C:13]([C:15]2[CH:16]=[C:17]3[C:22](=[CH:23][CH:24]=2)[C:21](=[O:25])[N:20]([CH2:26][C:27]2[CH:32]=[CH:31][C:30]([C:33]4[CH2:34][CH2:35][N:36](C(OC(C)(C)C)=O)[CH2:37][CH:38]=4)=[CH:29][CH:28]=2)[CH:19]=[CH:18]3)[CH:14]=1)=O.C([Mg]Cl)(C)C.[Cl-].[NH4+]. (3) Given the product [NH2:9][C:8]1[C:3]([O:2][CH3:1])=[CH:4][CH:5]=[CH:6][C:7]=1[C:12]([C:15]1[CH:20]=[CH:19][CH:18]=[CH:17][CH:16]=1)=[O:13], predict the reactants needed to synthesize it. The reactants are: [CH3:1][O:2][C:3]1[C:8]2[N:9]=C(C)O[C:12](=[O:13])[C:7]=2[CH:6]=[CH:5][CH:4]=1.[C:15]1([Mg]Br)[CH:20]=[CH:19][CH:18]=[CH:17][CH:16]=1. (4) Given the product [N:20]1([C:7]2[CH:8]=[C:9]3[C:14](=[CH:15][CH:16]=2)[C:13](=[O:17])[CH2:12][CH2:11][CH2:10]3)[CH2:25][CH2:24][O:23][CH2:22][CH2:21]1, predict the reactants needed to synthesize it. The reactants are: FC(F)(F)S(O[C:7]1[CH:16]=[CH:15][C:14]2[C:13](=[O:17])[CH2:12][CH2:11][CH2:10][C:9]=2[CH:8]=1)(=O)=O.[NH:20]1[CH2:25][CH2:24][O:23][CH2:22][CH2:21]1.P([O-])([O-])([O-])=O.[K+].[K+].[K+].O.